From a dataset of Forward reaction prediction with 1.9M reactions from USPTO patents (1976-2016). Predict the product of the given reaction. (1) Given the reactants [Cl:1][C:2]1[C:3]([CH3:20])=[N:4][O:5][C:6]=1[NH:7][S:8]([C:11]1[C:19]2[C:14](=[N:15][CH:16]=[CH:17][CH:18]=2)[S:13][CH:12]=1)(=[O:10])=[O:9].CCN(C(C)C)C(C)C.[CH2:30](Cl)[O:31][CH2:32][CH2:33][O:34][CH3:35], predict the reaction product. The product is: [Cl:1][C:2]1[C:3]([CH3:20])=[N:4][O:5][C:6]=1[N:7]([CH2:30][O:31][CH2:32][CH2:33][O:34][CH3:35])[S:8]([C:11]1[C:19]2[C:14](=[N:15][CH:16]=[CH:17][CH:18]=2)[S:13][CH:12]=1)(=[O:9])=[O:10]. (2) Given the reactants [CH:1]([Mg]Br)([CH3:3])[CH3:2].[Cl:6][C:7]1[CH:14]=[CH:13][C:10]([C:11]#[N:12])=[CH:9][CH:8]=1.CO.[BH4-].[Na+], predict the reaction product. The product is: [Cl:6][C:7]1[CH:14]=[CH:13][C:10]([CH:11]([NH2:12])[CH:1]([CH3:3])[CH3:2])=[CH:9][CH:8]=1. (3) The product is: [ClH:30].[F:1][C:2]1[CH:3]=[CH:4][C:5]([CH2:8][O:9][C:10]2[CH:15]=[CH:14][N:13]([C:16]3[CH:21]=[CH:20][C:19]4[C:22]5[CH2:27][CH2:26][NH:25][CH2:24][C:23]=5[O:28][C:18]=4[CH:17]=3)[C:12](=[O:29])[CH:11]=2)=[N:6][CH:7]=1. Given the reactants [F:1][C:2]1[CH:3]=[CH:4][C:5]([CH2:8][O:9][C:10]2[CH:15]=[CH:14][N:13]([C:16]3[CH:21]=[CH:20][C:19]4[C:22]5[CH2:27][CH2:26][NH:25][CH2:24][C:23]=5[O:28][C:18]=4[CH:17]=3)[C:12](=[O:29])[CH:11]=2)=[N:6][CH:7]=1.[ClH:30].CCOCC, predict the reaction product. (4) Given the reactants [O:1]=[C:2]1[NH:7][C:6]([CH2:8][C:9]#[N:10])=[N:5][C:4]2[N:11]=[C:12]([N:14]3[CH2:19][CH2:18][CH:17]([O:20][C:21]4[CH:26]=[CH:25][CH:24]=[CH:23][C:22]=4[C:27]([F:30])([F:29])[F:28])[CH2:16][CH2:15]3)[S:13][C:3]1=2.[N:31]([Sn](CCCC)(CCCC)CCCC)=[N+:32]=[N-:33], predict the reaction product. The product is: [N:10]1[NH:31][N:32]=[N:33][C:9]=1[CH2:8][C:6]1[NH:7][C:2](=[O:1])[C:3]2[S:13][C:12]([N:14]3[CH2:15][CH2:16][CH:17]([O:20][C:21]4[CH:26]=[CH:25][CH:24]=[CH:23][C:22]=4[C:27]([F:29])([F:28])[F:30])[CH2:18][CH2:19]3)=[N:11][C:4]=2[N:5]=1. (5) Given the reactants [O:1]1[C:6]2[CH:7]=[CH:8][CH:9]=[CH:10][C:5]=2[O:4][CH2:3][CH2:2]1.[Br:11]N1C(=O)CCC1=O, predict the reaction product. The product is: [Br:11][C:9]1[CH:8]=[CH:7][C:6]2[O:1][CH2:2][CH2:3][O:4][C:5]=2[CH:10]=1. (6) Given the reactants C[O:2][C:3]1[C:12]2[CH2:11][CH2:10][C:9]([CH3:14])([CH3:13])[CH2:8][C:7]=2[C:6]2[C:15]3[N:21]=[CH:20][N:19]=[C:18]([NH:22][CH2:23][CH2:24][CH2:25][N:26]4[CH2:30][CH2:29][CH2:28][C:27]4=[O:31])[C:16]=3[O:17][C:5]=2[N:4]=1.[OH-].[Na+], predict the reaction product. The product is: [CH3:13][C:9]1([CH3:14])[CH2:10][CH2:11][C:12]2[C:3](=[O:2])[NH:4][C:5]3[O:17][C:16]4[C:18]([NH:22][CH2:23][CH2:24][CH2:25][N:26]5[CH2:30][CH2:29][CH2:28][C:27]5=[O:31])=[N:19][CH:20]=[N:21][C:15]=4[C:6]=3[C:7]=2[CH2:8]1. (7) Given the reactants [F:1][C:2]1[CH:11]=[CH:10][C:5]2[C:6](=O)[CH2:7][O:8][C:4]=2[CH:3]=1.C([O-])(=O)C.[Na+].Cl.[NH2:18][OH:19], predict the reaction product. The product is: [F:1][C:2]1[CH:11]=[CH:10][C:5]2[C:6](=[N:18][OH:19])[CH2:7][O:8][C:4]=2[CH:3]=1. (8) Given the reactants [CH3:1][O:2][C:3]1[CH:8]=[CH:7][C:6]([C:9]2[CH:17]=[CH:16][CH:15]=[C:14]3[C:10]=2[CH2:11][CH2:12][C:13]3=[O:18])=[C:5]([N+:19]([O-])=O)[CH:4]=1.P(OCC)(OCC)OCC, predict the reaction product. The product is: [CH3:1][O:2][C:3]1[CH:8]=[CH:7][C:6]2[C:9]3[C:10]4[CH2:11][CH2:12][C:13](=[O:18])[C:14]=4[CH:15]=[CH:16][C:17]=3[NH:19][C:5]=2[CH:4]=1. (9) Given the reactants I[CH2:2][CH3:3].[CH2:4]([O:6][C:7]1([O:20][CH2:21][CH3:22])[CH2:12][CH2:11][N:10]([C@@H:13]2[CH2:17][CH2:16][C@H:15]([CH2:18][OH:19])[CH2:14]2)[CH2:9][CH2:8]1)[CH3:5].[OH-].[K+].C(OCC)C, predict the reaction product. The product is: [CH2:21]([O:20][C:7]1([O:6][CH2:4][CH3:5])[CH2:12][CH2:11][N:10]([C@@H:13]2[CH2:17][CH2:16][C@H:15]([CH2:18][O:19][CH2:2][CH3:3])[CH2:14]2)[CH2:9][CH2:8]1)[CH3:22]. (10) Given the reactants Cl[C:2]1[N:7]=[CH:6][C:5]([O:8][C:9]2[CH:10]=[C:11]([N:15]3[CH2:20][CH2:19][O:18][CH2:17][CH2:16]3)[CH:12]=[CH:13][CH:14]=2)=[CH:4][CH:3]=1.[CH2:21]([O:28][C:29]1[CH:30]=[C:31]([CH:33]=[CH:34][CH:35]=1)[NH2:32])[C:22]1[CH:27]=[CH:26][CH:25]=[CH:24][CH:23]=1.C1(P(C2C=CC=CC=2)C2C3OC4C(=CC=CC=4P(C4C=CC=CC=4)C4C=CC=CC=4)C(C)(C)C=3C=CC=2)C=CC=CC=1.C(=O)([O-])[O-].[Cs+].[Cs+], predict the reaction product. The product is: [CH2:21]([O:28][C:29]1[CH:30]=[C:31]([NH:32][C:2]2[CH:3]=[CH:4][C:5]([O:8][C:9]3[CH:14]=[CH:13][CH:12]=[C:11]([N:15]4[CH2:20][CH2:19][O:18][CH2:17][CH2:16]4)[CH:10]=3)=[CH:6][N:7]=2)[CH:33]=[CH:34][CH:35]=1)[C:22]1[CH:23]=[CH:24][CH:25]=[CH:26][CH:27]=1.